Task: Predict the reactants needed to synthesize the given product.. Dataset: Full USPTO retrosynthesis dataset with 1.9M reactions from patents (1976-2016) (1) Given the product [Zn:11].[N:1]1([C:7]([O-:9])=[O:8])[CH2:5][CH2:4][CH2:3][C:2]1=[O:6].[Na+:23], predict the reactants needed to synthesize it. The reactants are: [N:1]1([C:7]([OH:9])=[O:8])[CH2:5][CH2:4][CH2:3][C:2]1=[O:6].[O-2].[Zn+2:11].O.N[C@H](C([O-])=O)CCC([O-])=O.[Na+:23].[Na+]. (2) Given the product [Br:33][C:34]1[C:35]([CH3:42])=[C:36]([CH:37]=[CH:38][CH:39]=1)[CH2:40][O:1][C:2]1[CH:3]=[C:4]([O:12][CH3:13])[C:5]([CH:6]=[O:7])=[C:8]([O:10][CH3:11])[CH:9]=1, predict the reactants needed to synthesize it. The reactants are: [OH:1][C:2]1[CH:9]=[C:8]([O:10][CH3:11])[C:5]([CH:6]=[O:7])=[C:4]([O:12][CH3:13])[CH:3]=1.C1(P(C2C=CC=CC=2)C2C=CC=CC=2)C=CC=CC=1.[Br:33][C:34]1[C:35]([CH3:42])=[C:36]([CH2:40]O)[CH:37]=[CH:38][CH:39]=1.N(C(OC(C)C)=O)=NC(OC(C)C)=O. (3) Given the product [ClH:40].[CH2:29]([C:26]1[CH:27]=[CH:28][C:23]([CH2:22][O:21][C:17]2[CH:16]=[C:15]3[C:20](=[CH:19][CH:18]=2)[N:12]([C:10](=[O:11])[CH2:9][NH:8][CH2:35][CH2:36][C:37]([OH:39])=[O:38])[CH2:13][CH2:14]3)=[CH:24][C:25]=1[C:31]([F:33])([F:32])[F:34])[CH3:30], predict the reactants needed to synthesize it. The reactants are: C(OC([N:8]([CH2:35][CH2:36][C:37]([OH:39])=[O:38])[CH2:9][C:10]([N:12]1[C:20]2[C:15](=[CH:16][C:17]([O:21][CH2:22][C:23]3[CH:28]=[CH:27][C:26]([CH2:29][CH3:30])=[C:25]([C:31]([F:34])([F:33])[F:32])[CH:24]=3)=[CH:18][CH:19]=2)[CH2:14][CH2:13]1)=[O:11])=O)(C)(C)C.[ClH:40].O1CCOCC1. (4) Given the product [C:1]([C:5]1[CH:9]=[C:8]([C:10]([OH:12])=[O:11])[N:7]([C:15]2[CH:20]=[CH:19][CH:18]=[C:17]([F:21])[CH:16]=2)[N:6]=1)([CH3:4])([CH3:2])[CH3:3], predict the reactants needed to synthesize it. The reactants are: [C:1]([C:5]1[CH:9]=[C:8]([C:10]([O:12]CC)=[O:11])[N:7]([C:15]2[CH:20]=[CH:19][CH:18]=[C:17]([F:21])[CH:16]=2)[N:6]=1)([CH3:4])([CH3:3])[CH3:2].C1COCC1.CCO. (5) Given the product [Cl:1][C:2]1[CH:3]=[C:4]([N:8]([C:9]2[N:10]([C:19]3[CH:24]=[CH:23][CH:22]=[C:21]([Cl:25])[CH:20]=3)[N:11]=[C:12]3[C:17]=2[CH:16]=[CH:15][C:14]([F:18])=[CH:13]3)[C:33]([NH:32][CH:26]2[CH2:31][CH2:30][CH2:29][CH2:28][CH2:27]2)=[O:34])[CH:5]=[CH:6][CH:7]=1, predict the reactants needed to synthesize it. The reactants are: [Cl:1][C:2]1[CH:3]=[C:4]([NH:8][C:9]2[N:10]([C:19]3[CH:24]=[CH:23][CH:22]=[C:21]([Cl:25])[CH:20]=3)[N:11]=[C:12]3[C:17]=2[CH:16]=[CH:15][C:14]([F:18])=[CH:13]3)[CH:5]=[CH:6][CH:7]=1.[CH:26]1([N:32]=[C:33]=[O:34])[CH2:31][CH2:30][CH2:29][CH2:28][CH2:27]1.CCN(CC)CC. (6) Given the product [NH2:1][C:2]1[C:7]([Br:8])=[CH:6][C:5]([C:9]([OH:11])=[O:10])=[CH:4][N:3]=1, predict the reactants needed to synthesize it. The reactants are: [NH2:1][C:2]1[C:7]([Br:8])=[CH:6][C:5]([C:9]([O:11]CC)=[O:10])=[CH:4][N:3]=1.[OH-].[K+]. (7) Given the product [CH2:1]([C:4]1([NH:37][C:43](=[O:44])[O:42][C:39]([CH3:41])([CH3:40])[CH3:38])[CH2:8][CH2:7][CH:6]([C:9]2[CH:10]=[C:11]3[C:19](=[CH:20][CH:21]=2)[C:18]2[S:17][C:16]([C:22]4[O:26][N:25]=[C:24]([C:27]5[CH:28]=[CH:29][CH:30]=[CH:31][CH:32]=5)[C:23]=4[C:33]([F:34])([F:36])[F:35])=[N:15][C:14]=2[CH2:13][CH2:12]3)[CH2:5]1)[CH:2]=[CH2:3], predict the reactants needed to synthesize it. The reactants are: [CH2:1]([C:4]1([NH2:37])[CH2:8][CH2:7][CH:6]([C:9]2[CH:10]=[C:11]3[C:19](=[CH:20][CH:21]=2)[C:18]2[S:17][C:16]([C:22]4[O:26][N:25]=[C:24]([C:27]5[CH:32]=[CH:31][CH:30]=[CH:29][CH:28]=5)[C:23]=4[C:33]([F:36])([F:35])[F:34])=[N:15][C:14]=2[CH2:13][CH2:12]3)[CH2:5]1)[CH:2]=[CH2:3].[CH3:38][C:39]([O:42][C:43](O[C:43]([O:42][C:39]([CH3:41])([CH3:40])[CH3:38])=[O:44])=[O:44])([CH3:41])[CH3:40].CCN(CC)CC. (8) Given the product [C:22]([C:21]1[CH:1]=[CH:24][C:25](=[O:26])[N:17]([C:12]2[CH:13]=[CH:14][CH:15]=[CH:16][C:11]=2[CH3:20])[C:18]=1[S-:19])#[N:23].[Na+:10], predict the reactants needed to synthesize it. The reactants are: [CH3:1][Si]([N-][Si](C)(C)C)(C)C.[Na+:10].[C:11]1([CH3:20])[C:12]([N:17]=[C:18]=[S:19])=[CH:13][CH:14]=[CH:15][CH:16]=1.[CH3:21][C:22]#[N:23].[CH3:24][CH2:25][OH:26]. (9) Given the product [CH:63]([NH:65][CH2:7][C:8]1[N:13]=[C:12]([C:14]([F:15])([F:16])[F:17])[N:11]=[C:10]([C:18]([N:20]2[CH2:21][CH2:22][CH:23]([N:26]3[CH2:29][C:28]([CH2:52][C:53]#[N:54])([N:30]4[CH:34]=[C:33]([C:35]5[C:36]6[CH:43]=[CH:42][NH:41][C:37]=6[N:38]=[CH:39][N:40]=5)[CH:32]=[N:31]4)[CH2:27]3)[CH2:24][CH2:25]2)=[O:19])[CH:9]=1)([CH3:64])[CH3:62], predict the reactants needed to synthesize it. The reactants are: CS(Cl)(=O)=O.O[CH2:7][C:8]1[N:13]=[C:12]([C:14]([F:17])([F:16])[F:15])[N:11]=[C:10]([C:18]([N:20]2[CH2:25][CH2:24][CH:23]([N:26]3[CH2:29][C:28]([CH2:52][C:53]#[N:54])([N:30]4[CH:34]=[C:33]([C:35]5[C:36]6[CH:43]=[CH:42][N:41](COCC[Si](C)(C)C)[C:37]=6[N:38]=[CH:39][N:40]=5)[CH:32]=[N:31]4)[CH2:27]3)[CH2:22][CH2:21]2)=[O:19])[CH:9]=1.C(N(CC)CC)C.[CH3:62][CH:63]([NH2:65])[CH3:64].